This data is from Forward reaction prediction with 1.9M reactions from USPTO patents (1976-2016). The task is: Predict the product of the given reaction. Given the reactants [CH2:1]([C:5]1[N:6]([CH3:19])[C:7]2[C:16]3[CH:15]=[C:14]([OH:17])[CH:13]=[CH:12][C:11]=3[N:10]=[CH:9][C:8]=2[N:18]=1)[CH2:2][CH2:3][CH3:4].C(C1N(CC(C)C)C2C3C=CC(O)=CC=3N=CC=2N=1)C.Br[CH2:41][CH2:42][CH2:43][CH2:44][C:45]([N:47]1[CH2:52][CH2:51][O:50][CH2:49][CH2:48]1)=[O:46].BrCC(N1CCOCC1)=O.C(=O)([O-])[O-].[Cs+].[Cs+], predict the reaction product. The product is: [CH2:1]([C:5]1[N:6]([CH3:19])[C:7]2[C:16]3[CH:15]=[C:14]([O:17][CH2:41][CH2:42][CH2:43][CH2:44][C:45]([N:47]4[CH2:52][CH2:51][O:50][CH2:49][CH2:48]4)=[O:46])[CH:13]=[CH:12][C:11]=3[N:10]=[CH:9][C:8]=2[N:18]=1)[CH2:2][CH2:3][CH3:4].